The task is: Regression. Given two drug SMILES strings and cell line genomic features, predict the synergy score measuring deviation from expected non-interaction effect.. This data is from NCI-60 drug combinations with 297,098 pairs across 59 cell lines. (1) Drug 1: C1=CC(=CC=C1CCC2=CNC3=C2C(=O)NC(=N3)N)C(=O)NC(CCC(=O)O)C(=O)O. Drug 2: C(CN)CNCCSP(=O)(O)O. Cell line: IGROV1. Synergy scores: CSS=10.4, Synergy_ZIP=0.631, Synergy_Bliss=4.94, Synergy_Loewe=-21.8, Synergy_HSA=1.78. (2) Drug 1: CN1CCC(CC1)COC2=C(C=C3C(=C2)N=CN=C3NC4=C(C=C(C=C4)Br)F)OC. Drug 2: C1=NC2=C(N1)C(=S)N=CN2. Cell line: ACHN. Synergy scores: CSS=20.6, Synergy_ZIP=-7.41, Synergy_Bliss=1.25, Synergy_Loewe=0.245, Synergy_HSA=3.53. (3) Drug 1: C1=NC2=C(N=C(N=C2N1C3C(C(C(O3)CO)O)O)F)N. Drug 2: C(=O)(N)NO. Cell line: CCRF-CEM. Synergy scores: CSS=39.1, Synergy_ZIP=3.51, Synergy_Bliss=6.60, Synergy_Loewe=-14.6, Synergy_HSA=5.47.